Dataset: B-cell epitopes from IEDB database with 3,159 antigens for binding position prediction. Task: Token-level Classification. Given an antigen amino acid sequence, predict which amino acid positions are active epitope sites capable of antibody binding. Output is a list of indices for active positions. (1) Given the antigen sequence: MCSTCANVLKYYDWDPHFKLVINPNNFLSVGFCSNPLMCCYPELLPEFGTVWDCDRSPLEIYLESILGDDEWASTFDAVDPVVPPMHWGAAGKIFQPHPGVLMHHLIGKVAAGWDPDLPLIRLEADDGSITAPEQGTMVGGVIAEPSAQMSTAADMATGKSVDSEWEAFFSFHTSVNWSTSETQGKILFKQSLGPLLNPYLEHLAKLYVAWSGSIEVRFSISGSGVFGGKLAAIVVPPGVDPVQSTSMLQYPHVLFDARQVEPVIFCLPDLRSTLYHLMSDTDTTSLVIMVYNDLINPYANDANSSGCIVTVETKPGPDFKFHLLKPPGSMLTHGSIPSDLIPKTSSLWIGNRYWSDITDFVIRPFVFQANRHFDFNQETAGWSTPRFRPISVTITEQNGAKLGIGVATDYIVPGIPDGWPDTTIPGELIPAGDYAITNGTGNDITTATGYDTADIIKNNTNFRGMYICGSLQRAWGDKKISNTAFITTATLDGDNNNKI..., which amino acid positions are active epitope sites? The epitope positions are: [386, 387, 388, 389, 390, 391, 392, 393, 394]. The amino acids at these positions are: RFRPISVTI. (2) Given the antigen sequence: MARKDTNKQYSLRKLKTGTASVAVALTVLGAGFANQTIVKADEGPKDITDSLPAPMWRDKAKAAEAKVDKLEKQLEGYKKLEEDYFNLEKRIEELGSDYGKLENKNEEYASQLGKNQEEREKLELEYLRKSDKEYKEHQQYRQEQEERQKNLEELERQNKREIDKRYQEQLQKQQQQLETEKQISEASRKSLSRDLEASRAAKKDLEAEHQKLKEEKQISDASRKSLSRDLEASREAKKKVEADLAALNAEHQKLKEEKQISDASRQGLSRDLEASREAKKKVEADLAEANSKLQALEKLNKELEEGKKLSEKEKAELQARLEAEAKALKEQLAKQAEELAKLKGNQTPNAKVAPQANRSRSAMTQQKRTLPSTGEAANPFFTAAAATVMDTAAMLALKRKEEN, which amino acid positions are active epitope sites? The epitope positions are: [41, 42, 43, 44, 45, 46, 47, 48, 49, 50, 51, 52, 53, 54, 55, 56, 57, 58, 59, 60]. The amino acids at these positions are: DEGPKDITDSLPAPMWRDKA.